Task: Regression. Given a peptide amino acid sequence and an MHC pseudo amino acid sequence, predict their binding affinity value. This is MHC class I binding data.. Dataset: Peptide-MHC class I binding affinity with 185,985 pairs from IEDB/IMGT (1) The peptide sequence is AESRKLLLI. The MHC is HLA-B45:01 with pseudo-sequence HLA-B45:01. The binding affinity (normalized) is 0.527. (2) The binding affinity (normalized) is 0.0847. The MHC is HLA-A01:01 with pseudo-sequence HLA-A01:01. The peptide sequence is GLKRGGVLL. (3) The peptide sequence is LLSAWILTA. The MHC is HLA-A02:06 with pseudo-sequence HLA-A02:06. The binding affinity (normalized) is 0.350. (4) The peptide sequence is LYAAEMVEYL. The MHC is Mamu-B17 with pseudo-sequence Mamu-B17. The binding affinity (normalized) is 0.234. (5) The peptide sequence is PHYNNPWNT. The MHC is HLA-A01:01 with pseudo-sequence HLA-A01:01. The binding affinity (normalized) is 0.0847.